This data is from Full USPTO retrosynthesis dataset with 1.9M reactions from patents (1976-2016). The task is: Predict the reactants needed to synthesize the given product. Given the product [CH:10]1([C:5]2[CH:6]=[CH:7][CH:8]=[CH:9][C:4]=2[NH2:1])[CH2:11][CH2:12][CH2:13][CH2:14][CH2:15][CH2:16]1, predict the reactants needed to synthesize it. The reactants are: [N+:1]([C:4]1[CH:9]=[CH:8][CH:7]=[CH:6][C:5]=1[C:10]1[CH2:16][CH2:15][CH2:14][CH2:13][CH2:12][CH:11]=1)([O-])=O.